This data is from Reaction yield outcomes from USPTO patents with 853,638 reactions. The task is: Predict the reaction yield, written as a fraction of the theoretical maximum amount of product (1.0 means a 100% yield; for example, 0.34 means a 34% yield). (1) The product is [C:6]1([CH:7]=[CH:8][C:9]2[CH:17]=[CH:16][CH:15]=[CH:14][CH:13]=2)[CH:5]=[CH:4][CH:3]=[CH:2][CH:11]=1. The catalyst is C(O)C. The yield is 0.780. The reactants are O[C:2]1[CH:3]=[CH:4][CH:5]=[C:6]2[C:11]=1N=[CH:9][CH:8]=[CH:7]2.N1[CH2:17][CH2:16][CH2:15][CH2:14][CH2:13]1.O. (2) The reactants are [Na:1].[CH2:2]1[C:6]2([O:11][CH2:10][CH:9]([CH2:12][O:13][C:14]3[CH:19]=[CH:18][N:17]=[C:16]([CH2:20][S:21]([C:23]4[NH:27][C:26]5[CH:28]=[CH:29][CH:30]=[CH:31][C:25]=5[N:24]=4)=[O:22])[C:15]=3[CH3:32])[CH2:8][O:7]2)[CH2:5][CH2:4]C1.OCC(CO)CO.C1(=O)CCC1. No catalyst specified. The product is [Na:1].[CH2:2]1[C:6]2([O:11][CH2:10][CH:9]([CH2:12][O:13][C:14]3[CH:19]=[CH:18][N:17]=[C:16]([CH2:20][S:21]([C:23]4[NH:27][C:26]5[CH:28]=[CH:29][CH:30]=[CH:31][C:25]=5[N:24]=4)=[O:22])[C:15]=3[CH3:32])[CH2:8][O:7]2)[CH2:5][CH2:4]1. The yield is 0.0620. (3) The reactants are [CH3:1][C:2]1[CH:7]=[CH:6][C:5]([O:8][CH3:9])=[CH:4][C:3]=1[N+:10]([O-])=O. The catalyst is CO.[Pd]. The product is [CH3:1][C:2]1[CH:7]=[CH:6][C:5]([O:8][CH3:9])=[CH:4][C:3]=1[NH2:10]. The yield is 0.835. (4) The reactants are [CH3:1][CH:2]([CH3:19])[CH:3]=[C:4]1[C:13](=O)[C:12]2[C:7](=[CH:8][C:9]([C:15]([O:17]C)=[O:16])=[CH:10][CH:11]=2)[O:6][CH2:5]1.Cl.[NH:21]([C:23]1[CH:30]=[CH:29][C:26]([C:27]#[N:28])=[C:25]([CH3:31])[CH:24]=1)[NH2:22]. No catalyst specified. The product is [C:27]([C:26]1[CH:29]=[CH:30][C:23]([N:21]2[CH:3]([CH:2]([CH3:19])[CH3:1])[CH:4]3[CH2:5][O:6][C:7]4[CH:8]=[C:9]([C:15]([OH:17])=[O:16])[CH:10]=[CH:11][C:12]=4[C:13]3=[N:22]2)=[CH:24][C:25]=1[CH3:31])#[N:28]. The yield is 0.520. (5) The reactants are [F:1][C:2]1[CH:7]=[CH:6][C:5]([F:8])=[CH:4][C:3]=1[C:9](=O)[CH3:10].[NH2:12][C:13]([NH2:15])=[S:14]. No catalyst specified. The product is [NH2:15][C:13]1[S:14][CH:10]=[C:9]([C:3]2[CH:4]=[C:5]([F:8])[CH:6]=[CH:7][C:2]=2[F:1])[N:12]=1. The yield is 0.778. (6) The reactants are [Br:1][C:2]1[CH:7]=[CH:6][C:5]([C:8]([CH3:13])([CH2:11][OH:12])[CH2:9]O)=[CH:4][CH:3]=1.C1(P(C2C=CC=CC=2)C2C=CC=CC=2)C=CC=CC=1.N(C(OC(C)C)=O)=NC(OC(C)C)=O. The catalyst is C1(C)C=CC=CC=1. The product is [Br:1][C:2]1[CH:7]=[CH:6][C:5]([C:8]2([CH3:13])[CH2:11][O:12][CH2:9]2)=[CH:4][CH:3]=1. The yield is 0.420.